This data is from Forward reaction prediction with 1.9M reactions from USPTO patents (1976-2016). The task is: Predict the product of the given reaction. (1) Given the reactants [CH3:1][O:2][C:3](=[O:31])[C@H:4]([CH2:13][C:14]1[CH:19]=[CH:18][C:17]([O:20][CH2:21][C:22]2[C:27]([Cl:28])=[CH:26][CH:25]=[CH:24][C:23]=2[Cl:29])=[C:16]([OH:30])[CH:15]=1)[NH:5][C:6]([O:8][C:9]([CH3:12])([CH3:11])[CH3:10])=[O:7].[C:32]([O-])([O-])=O.[K+].[K+].CI, predict the reaction product. The product is: [CH3:1][O:2][C:3](=[O:31])[C@H:4]([CH2:13][C:14]1[CH:19]=[CH:18][C:17]([O:20][CH2:21][C:22]2[C:23]([Cl:29])=[CH:24][CH:25]=[CH:26][C:27]=2[Cl:28])=[C:16]([O:30][CH3:32])[CH:15]=1)[NH:5][C:6]([O:8][C:9]([CH3:12])([CH3:10])[CH3:11])=[O:7]. (2) Given the reactants [CH3:1][N:2]1[CH:6]=[CH:5][CH:4]=[N:3]1.C([Li])CCCCC.C(O[B:18]1[O:22][C:21]([CH3:24])([CH3:23])[C:20]([CH3:26])([CH3:25])[O:19]1)(C)C.C(O)(=O)C, predict the reaction product. The product is: [CH3:1][N:2]1[C:6]([B:18]2[O:22][C:21]([CH3:24])([CH3:23])[C:20]([CH3:26])([CH3:25])[O:19]2)=[CH:5][CH:4]=[N:3]1. (3) Given the reactants [NH2:1][CH2:2][CH:3]1[N:12]2[C:7](=[CH:8][C:9](=[O:18])[C:10]([C:13]([O:15][CH2:16][CH3:17])=[O:14])=[CH:11]2)[C:6]2[CH:19]=[C:20]([O:26][CH2:27][CH3:28])[C:21]([O:23][CH2:24][CH3:25])=[CH:22][C:5]=2[CH2:4]1.C(N(CC)CC)C.[C:36](Cl)(=[O:38])[CH3:37], predict the reaction product. The product is: [C:36]([NH:1][CH2:2][CH:3]1[N:12]2[C:7](=[CH:8][C:9](=[O:18])[C:10]([C:13]([O:15][CH2:16][CH3:17])=[O:14])=[CH:11]2)[C:6]2[CH:19]=[C:20]([O:26][CH2:27][CH3:28])[C:21]([O:23][CH2:24][CH3:25])=[CH:22][C:5]=2[CH2:4]1)(=[O:38])[CH3:37]. (4) The product is: [F:1][C:2]1[CH:7]=[C:6]([B:8]2[O:12][C:11]([CH3:14])([CH3:13])[C:10]([CH3:16])([CH3:15])[O:9]2)[C:5]([CH3:17])=[C:4]([CH:3]=1)[NH2:18]. Given the reactants [F:1][C:2]1[CH:3]=[C:4]([N+:18]([O-])=O)[C:5]([CH3:17])=[C:6]([B:8]2[O:12][C:11]([CH3:14])([CH3:13])[C:10]([CH3:16])([CH3:15])[O:9]2)[CH:7]=1, predict the reaction product. (5) Given the reactants [C:1]([O:5][C:6]([N:8]([C:23]1[C:24]2[CH2:32][CH2:31][CH2:30][C:25]=2[N:26]=[C:27](Cl)[N:28]=1)[C:9]1[CH:14]=[CH:13][C:12]([CH2:15][C:16]([O:18][C:19]([CH3:22])([CH3:21])[CH3:20])=[O:17])=[CH:11][CH:10]=1)=[O:7])([CH3:4])([CH3:3])[CH3:2].[F:33][CH:34]([F:45])[O:35][C:36]1[CH:41]=[CH:40][C:39](B(O)O)=[CH:38][CH:37]=1, predict the reaction product. The product is: [C:19]([O:18][C:16](=[O:17])[CH2:15][C:12]1[CH:13]=[CH:14][C:9]([N:8]([C:6]([O:5][C:1]([CH3:4])([CH3:3])[CH3:2])=[O:7])[C:23]2[C:24]3[CH2:32][CH2:31][CH2:30][C:25]=3[N:26]=[C:27]([C:39]3[CH:40]=[CH:41][C:36]([O:35][CH:34]([F:45])[F:33])=[CH:37][CH:38]=3)[N:28]=2)=[CH:10][CH:11]=1)([CH3:22])([CH3:21])[CH3:20].